Dataset: Peptide-MHC class II binding affinity with 134,281 pairs from IEDB. Task: Regression. Given a peptide amino acid sequence and an MHC pseudo amino acid sequence, predict their binding affinity value. This is MHC class II binding data. (1) The MHC is DRB3_0101 with pseudo-sequence DRB3_0101. The binding affinity (normalized) is 0.232. The peptide sequence is VVVHITDDNEEPIAA. (2) The peptide sequence is KILESLWSPHQVNRA. The MHC is DRB1_0101 with pseudo-sequence DRB1_0101. The binding affinity (normalized) is 0.818. (3) The peptide sequence is VKAWWTDLLAKPSVQ. The MHC is DRB1_0401 with pseudo-sequence DRB1_0401. The binding affinity (normalized) is 0.481. (4) The peptide sequence is FDNIYSVNIERGLGL. The MHC is DRB5_0101 with pseudo-sequence DRB5_0101. The binding affinity (normalized) is 0.447. (5) The peptide sequence is FVNQHLCGSHLVEAL. The MHC is HLA-DPA10201-DPB10101 with pseudo-sequence HLA-DPA10201-DPB10101. The binding affinity (normalized) is 0.134. (6) The peptide sequence is TDDNEEPIAPYHFDL. The MHC is HLA-DQA10501-DQB10201 with pseudo-sequence HLA-DQA10501-DQB10201. The binding affinity (normalized) is 0.134. (7) The peptide sequence is LNWITKVIMGAVLIW. The MHC is DRB1_0701 with pseudo-sequence DRB1_0701. The binding affinity (normalized) is 0.428.